From a dataset of Catalyst prediction with 721,799 reactions and 888 catalyst types from USPTO. Predict which catalyst facilitates the given reaction. (1) Reactant: [C:1]([C:5]1[N:6]=[C:7]([NH:10][C:11]([C:13]2[CH:39]=[CH:38][N:16]3[C:17](=[O:37])[C:18](/[CH:28]=[CH:29]/[C:30]([O:32][C:33]([CH3:36])([CH3:35])[CH3:34])=[O:31])=[C:19]([N:21]4[CH2:26][CH2:25][CH2:24][C@@H:23]([OH:27])[CH2:22]4)[N:20]=[C:15]3[CH:14]=2)=[O:12])[S:8][CH:9]=1)([CH3:4])([CH3:3])[CH3:2].O1CCCC1.[Cl:45][CH2:46][CH2:47][CH2:48][N:49]=[C:50]=[O:51].C(=O)([O-])O.[Na+]. Product: [C:1]([C:5]1[N:6]=[C:7]([NH:10][C:11]([C:13]2[CH:39]=[CH:38][N:16]3[C:17](=[O:37])[C:18](/[CH:28]=[CH:29]/[C:30]([O:32][C:33]([CH3:36])([CH3:35])[CH3:34])=[O:31])=[C:19]([N:21]4[CH2:26][CH2:25][CH2:24][C@@H:23]([O:27][C:50]([NH:49][CH2:48][CH2:47][CH2:46][Cl:45])=[O:51])[CH2:22]4)[N:20]=[C:15]3[CH:14]=2)=[O:12])[S:8][CH:9]=1)([CH3:4])([CH3:2])[CH3:3]. The catalyst class is: 17. (2) Reactant: [H-].[Na+].[CH3:3][O:4][C:5]1[CH:10]=[CH:9][CH:8]=[CH:7][C:6]=1[CH2:11][C:12]#[N:13].[C:14](=O)([O:22]C1C=CC=CC=1)[O:15][C:16]1[CH:21]=[CH:20][CH:19]=[CH:18][CH:17]=1.Cl. Product: [C:12]([CH:11]([C:6]1[CH:7]=[CH:8][CH:9]=[CH:10][C:5]=1[O:4][CH3:3])[C:14]([O:15][C:16]1[CH:21]=[CH:20][CH:19]=[CH:18][CH:17]=1)=[O:22])#[N:13]. The catalyst class is: 7.